Dataset: Reaction yield outcomes from USPTO patents with 853,638 reactions. Task: Predict the reaction yield, written as a fraction of the theoretical maximum amount of product (1.0 means a 100% yield; for example, 0.34 means a 34% yield). (1) The reactants are [CH3:1][O:2][C:3]1[CH:4]=[C:5]([CH:9]2[NH:13][C:12]([CH3:15])([CH3:14])[CH2:11][O:10]2)[CH:6]=[CH:7][CH:8]=1.C([Li])CCC.[C:21](Cl)(=[O:28])[C:22]1[CH:27]=[CH:26][CH:25]=[CH:24][CH:23]=1. The catalyst is O1CCCC1.CCCCCC. The product is [C:22]1([C:21]([C:4]2[C:5]([C:9]3[O:10][CH2:11][C:12]([CH3:15])([CH3:14])[N:13]=3)=[CH:6][CH:7]=[CH:8][C:3]=2[O:2][CH3:1])=[O:28])[CH:27]=[CH:26][CH:25]=[CH:24][CH:23]=1. The yield is 0.730. (2) The product is [CH2:18]([O:25][C:26]1[CH:27]=[CH:28][C:29]([C:32]2[N:9]([C:10]3[CH:15]=[CH:14][C:13]([Cl:16])=[CH:12][C:11]=3[Cl:17])[N:8]=[C:2]([C:3]([O:5][CH2:6][CH3:7])=[O:4])[C:33]=2[C:34]#[N:35])=[CH:30][CH:31]=1)[C:19]1[CH:20]=[CH:21][CH:22]=[CH:23][CH:24]=1. The yield is 0.130. The reactants are Cl[C:2](=[N:8][NH:9][C:10]1[CH:15]=[CH:14][C:13]([Cl:16])=[CH:12][C:11]=1[Cl:17])[C:3]([O:5][CH2:6][CH3:7])=[O:4].[CH2:18]([O:25][C:26]1[CH:31]=[CH:30][C:29]([C:32](=O)[CH2:33][C:34]#[N:35])=[CH:28][CH:27]=1)[C:19]1[CH:24]=[CH:23][CH:22]=[CH:21][CH:20]=1.[O-]CC.[Na+]. The catalyst is C(O)C. (3) The reactants are [C:1]([C:3]1[CH:11]=[C:10]2[C:6]([C:7]([C:12]([O:14][CH3:15])=[O:13])=[N:8][NH:9]2)=[CH:5][CH:4]=1)#[N:2].[Br:16][C:17]1[CH:18]=[C:19](B(O)O)[CH:20]=[CH:21][CH:22]=1. No catalyst specified. The product is [Br:16][C:17]1[CH:22]=[C:21]([N:9]2[C:10]3[C:6](=[CH:5][CH:4]=[C:3]([C:1]#[N:2])[CH:11]=3)[C:7]([C:12]([O:14][CH3:15])=[O:13])=[N:8]2)[CH:20]=[CH:19][CH:18]=1. The yield is 0.620. (4) The reactants are FC(F)(F)C(O)=O.[C:8]1(=[C:14]([C:31]2[CH:36]=[CH:35][C:34]([OH:37])=[CH:33][CH:32]=2)[C:15]2[CH:20]=[CH:19][C:18](/[CH:21]=[CH:22]/[C:23]([O:25]C(C)(C)C)=[O:24])=[CH:17][C:16]=2[F:30])[CH2:13][CH2:12][CH2:11][CH2:10][CH2:9]1. The catalyst is C(Cl)Cl. The product is [C:8]1(=[C:14]([C:31]2[CH:36]=[CH:35][C:34]([OH:37])=[CH:33][CH:32]=2)[C:15]2[CH:20]=[CH:19][C:18](/[CH:21]=[CH:22]/[C:23]([OH:25])=[O:24])=[CH:17][C:16]=2[F:30])[CH2:13][CH2:12][CH2:11][CH2:10][CH2:9]1. The yield is 0.540. (5) The reactants are C[NH:2][CH2:3][C:4]1[S:8][C:7]2[CH:9]=[CH:10][CH:11]=[CH:12][C:6]=2[C:5]=1[CH3:13].CNCC1C=CC2C(=CC=CC=2)C=1CCC.[ClH:30].[N:31]1([CH2:37][CH2:38][CH2:39][N:40]2[CH2:45][C:44]3[CH:46]=[C:47](/[CH:50]=[CH:51]/[C:52](O)=[O:53])[CH:48]=[N:49][C:43]=3[NH:42][C:41]2=[O:55])[CH2:36][CH2:35][O:34][CH2:33][CH2:32]1. No catalyst specified. The product is [ClH:30].[CH3:13][C:5]1[C:6]2[CH:12]=[CH:11][CH:10]=[CH:9][C:7]=2[S:8][C:4]=1[CH2:3][NH:2][C:52](=[O:53])/[CH:51]=[CH:50]/[C:47]1[CH:48]=[N:49][C:43]2[NH:42][C:41](=[O:55])[N:40]([CH2:39][CH2:38][CH2:37][N:31]3[CH2:32][CH2:33][O:34][CH2:35][CH2:36]3)[CH2:45][C:44]=2[CH:46]=1. The yield is 0.860. (6) The reactants are [NH2:1][C:2]1[CH:7]=[CH:6][C:5]([N+:8]([O-:10])=[O:9])=[CH:4][C:3]=1[C:11]#[C:12][C:13]([CH3:19])([CH3:18])[C:14]([O:16][CH3:17])=[O:15].N1C=CC=CC=1.[C:26](Cl)(=[O:30])[CH2:27][CH2:28][CH3:29]. The catalyst is C(Cl)Cl. The product is [C:26]([NH:1][C:2]1[CH:7]=[CH:6][C:5]([N+:8]([O-:10])=[O:9])=[CH:4][C:3]=1[C:11]#[C:12][C:13]([CH3:19])([CH3:18])[C:14]([O:16][CH3:17])=[O:15])(=[O:30])[CH2:27][CH2:28][CH3:29]. The yield is 0.450. (7) The reactants are C(=O)([O-])[O-].[Cs+].[Cs+].Br[C:8]1[CH:16]=[C:15]2[C:11]([CH2:12][CH2:13][C:14]2=[O:17])=[CH:10][CH:9]=1.[F:18][C:19]1[CH:20]=[C:21](B(O)O)[CH:22]=[CH:23][CH:24]=1.C1(C)C=CC=CC=1. The catalyst is C(OCC)(=O)C.C1C=CC([P]([Pd]([P](C2C=CC=CC=2)(C2C=CC=CC=2)C2C=CC=CC=2)([P](C2C=CC=CC=2)(C2C=CC=CC=2)C2C=CC=CC=2)[P](C2C=CC=CC=2)(C2C=CC=CC=2)C2C=CC=CC=2)(C2C=CC=CC=2)C2C=CC=CC=2)=CC=1. The product is [F:18][C:19]1[CH:24]=[C:23]([C:8]2[CH:16]=[C:15]3[C:11]([CH2:12][CH2:13][C:14]3=[O:17])=[CH:10][CH:9]=2)[CH:22]=[CH:21][CH:20]=1. The yield is 0.810. (8) The catalyst is ClCCl. The product is [CH3:9][NH:8][C:6]([C:5]1[CH:4]=[C:3](/[CH:1]=[CH:20]/[C:21]([O:23][CH3:24])=[O:22])[CH:12]=[CH:11][CH:10]=1)=[O:7]. The reactants are [CH:1]([C:3]1[CH:4]=[C:5]([CH:10]=[CH:11][CH:12]=1)[C:6]([NH:8][CH3:9])=[O:7])=O.C1(P(C2C=CC=CC=2)(C2C=CC=CC=2)=[CH:20][C:21]([O:23][CH3:24])=[O:22])C=CC=CC=1. The yield is 0.970. (9) The reactants are [NH2:1][C:2]1[CH:7]=[C:6]([Cl:8])[N:5]=[C:4]([C:9]([O:11][CH3:12])=[O:10])[C:3]=1[Cl:13].[I:14](O)(=O)(=O)=O.II. The catalyst is CO. The product is [NH2:1][C:2]1[C:7]([I:14])=[C:6]([Cl:8])[N:5]=[C:4]([C:9]([O:11][CH3:12])=[O:10])[C:3]=1[Cl:13]. The yield is 0.790.